This data is from Catalyst prediction with 721,799 reactions and 888 catalyst types from USPTO. The task is: Predict which catalyst facilitates the given reaction. (1) Reactant: [NH:1]1[CH2:7][CH2:6][CH2:5][NH:4][CH2:3][CH2:2]1.Cl[C:9]1[N:14]=[CH:13][CH:12]=[CH:11][N:10]=1. Product: [N:10]1[CH:11]=[CH:12][CH:13]=[N:14][C:9]=1[N:1]1[CH2:7][CH2:6][CH2:5][NH:4][CH2:3][CH2:2]1. The catalyst class is: 8. (2) Reactant: [NH2:1][C:2]1[CH:7]=[CH:6][C:5]([CH2:8][CH2:9][C:10](O)=[O:11])=[CH:4][CH:3]=1.[H-].[Al+3].[Li+].[H-].[H-].[H-]. Product: [NH2:1][C:2]1[CH:3]=[CH:4][C:5]([CH2:8][CH2:9][CH2:10][OH:11])=[CH:6][CH:7]=1. The catalyst class is: 7. (3) Reactant: [Cl:1][C:2]1[CH:7]=[CH:6][C:5]([C:8]2[CH:16]=[CH:15][CH:14]=[C:13]3[C:9]=2[CH2:10][C:11](=[O:17])[NH:12]3)=[CH:4][CH:3]=1.[CH3:18][C:19]1[C:23]([C:24]([N:26]2[CH2:31][CH2:30][N:29]([CH3:32])[CH2:28][CH2:27]2)=[O:25])=[C:22]([CH3:33])[NH:21][C:20]=1[CH:34]=O. Product: [Cl:1][C:2]1[CH:3]=[CH:4][C:5]([C:8]2[CH:16]=[CH:15][CH:14]=[C:13]3[C:9]=2[C:10](=[CH:34][C:20]2[NH:21][C:22]([CH3:33])=[C:23]([C:24]([N:26]4[CH2:27][CH2:28][N:29]([CH3:32])[CH2:30][CH2:31]4)=[O:25])[C:19]=2[CH3:18])[C:11](=[O:17])[NH:12]3)=[CH:6][CH:7]=1. The catalyst class is: 360. (4) Reactant: [NH2:1][C:2]1[C:7]([F:8])=[C:6]([C:9]2[CH:14]=[CH:13][C:12]([Cl:15])=[C:11]([O:16][CH3:17])[C:10]=2[F:18])[N:5]=[C:4]([CH:19]=[O:20])[CH:3]=1.Cl([O-])=[O:22].[Na+].CC(=CC)C.P([O-])([O-])(O)=O.[Na+].[Na+].Cl. Product: [NH2:1][C:2]1[C:7]([F:8])=[C:6]([C:9]2[CH:14]=[CH:13][C:12]([Cl:15])=[C:11]([O:16][CH3:17])[C:10]=2[F:18])[N:5]=[C:4]([C:19]([OH:22])=[O:20])[CH:3]=1. The catalyst class is: 371. (5) Reactant: [CH2:1]([O:3][C:4](=[O:25])[C:5]([NH:21][C:22](=[O:24])[CH3:23])([CH2:11][C:12]1[C:16]2=[N:17][CH:18]=[CH:19][CH:20]=[C:15]2[NH:14][CH:13]=1)C(OCC)=O)[CH3:2].[OH-].[K+].Cl. Product: [CH2:1]([O:3][C:4](=[O:25])[CH:5]([NH:21][C:22](=[O:24])[CH3:23])[CH2:11][C:12]1[C:16]2=[N:17][CH:18]=[CH:19][CH:20]=[C:15]2[NH:14][CH:13]=1)[CH3:2]. The catalyst class is: 40.